Task: Predict the reaction yield, written as a fraction of the theoretical maximum amount of product (1.0 means a 100% yield; for example, 0.34 means a 34% yield).. Dataset: Reaction yield outcomes from USPTO patents with 853,638 reactions (1) The reactants are [C:1]([CH2:3][C:4]([NH:6][C:7]1[CH:11]=[CH:10][N:9]([C:12]2[CH:17]=[CH:16][C:15]([B:18]3[O:22][C:21]([CH3:24])([CH3:23])[C:20]([CH3:26])([CH3:25])[O:19]3)=[CH:14][CH:13]=2)[C:8]=1[C:27]([O:29][CH2:30][CH3:31])=[O:28])=[O:5])#[N:2].C1C(=O)N([Cl:39])C(=O)C1. The catalyst is C1COCC1. The product is [Cl:39][C:10]1[N:9]([C:12]2[CH:13]=[CH:14][C:15]([B:18]3[O:22][C:21]([CH3:24])([CH3:23])[C:20]([CH3:25])([CH3:26])[O:19]3)=[CH:16][CH:17]=2)[C:8]([C:27]([O:29][CH2:30][CH3:31])=[O:28])=[C:7]([NH:6][C:4](=[O:5])[CH2:3][C:1]#[N:2])[CH:11]=1. The yield is 0.657. (2) The reactants are [C:1]([O:5]C)(=O)[CH:2]=[CH2:3].[Br:7][C:8]1[CH:16]=[C:15]2[C:11]([CH2:12][CH2:13][C:14]2=[O:17])=[CH:10][CH:9]=1.[CH3:18][C:19](C)([O-])C.[K+]. The yield is 0.620. The catalyst is C1COCC1.CC(C)([O-])C.[K+]. The product is [Br:7][C:8]1[CH:16]=[C:15]2[C:11]([CH2:12][C:13]3([CH2:3][CH2:2][C:1](=[O:5])[CH2:19][CH2:18]3)[C:14]2=[O:17])=[CH:10][CH:9]=1. (3) The reactants are CCCC[N+](CCCC)(CCCC)CCCC.[F-].[CH3:19][O:20][C:21](=[O:76])[C:22]1[CH:27]=[CH:26][C:25]([O:28][CH2:29][CH2:30][C:31]2[C:39]3[C:34](=[CH:35][CH:36]=[C:37]([Cl:40])[CH:38]=3)[N:33]([CH:41]([C:48]3[CH:53]=[CH:52][CH:51]=[CH:50][CH:49]=3)[C:42]3[CH:47]=[CH:46][CH:45]=[CH:44][CH:43]=3)[C:32]=2[CH2:54][CH2:55][O:56][Si](C(C)(C)C)(C2C=CC=CC=2)C2C=CC=CC=2)=[CH:24][C:23]=1[O:74][CH3:75]. The catalyst is C1COCC1. The product is [CH3:19][O:20][C:21](=[O:76])[C:22]1[CH:27]=[CH:26][C:25]([O:28][CH2:29][CH2:30][C:31]2[C:39]3[C:34](=[CH:35][CH:36]=[C:37]([Cl:40])[CH:38]=3)[N:33]([CH:41]([C:48]3[CH:49]=[CH:50][CH:51]=[CH:52][CH:53]=3)[C:42]3[CH:47]=[CH:46][CH:45]=[CH:44][CH:43]=3)[C:32]=2[CH2:54][CH2:55][OH:56])=[CH:24][C:23]=1[O:74][CH3:75]. The yield is 0.620. (4) The reactants are [Br:1][C:2]1[CH:7]=[CH:6][C:5]([CH:8]2[CH2:12][CH2:11][CH2:10][NH:9]2)=[CH:4][CH:3]=1.[C:13](=O)([O-])[O-].[K+].[K+].CN(C)C=O.CI. The catalyst is C(OCC)(=O)C. The product is [Br:1][C:2]1[CH:3]=[CH:4][C:5]([CH:8]2[CH2:12][CH2:11][CH2:10][N:9]2[CH3:13])=[CH:6][CH:7]=1. The yield is 0.440. (5) The reactants are [CH3:1][O:2][C:3]1[CH:12]=[C:11]([O:13][CH3:14])[CH:10]=[C:9]2[C:4]=1[C:5](=[O:27])[NH:6][C:7]([C:15]1[CH:20]=[CH:19][C:18]([N:21]3[CH2:26][CH2:25][NH:24][CH2:23][CH2:22]3)=[CH:17][CH:16]=1)=[N:8]2.[F:28][C:29]1[CH:36]=[CH:35][C:32]([CH2:33]Br)=[CH:31][CH:30]=1.C([O-])([O-])=O.[K+].[K+]. The catalyst is CN(C=O)C.O. The product is [F:28][C:29]1[CH:36]=[CH:35][C:32]([CH2:33][N:24]2[CH2:23][CH2:22][N:21]([C:18]3[CH:19]=[CH:20][C:15]([C:7]4[NH:6][C:5](=[O:27])[C:4]5[C:9](=[CH:10][C:11]([O:13][CH3:14])=[CH:12][C:3]=5[O:2][CH3:1])[N:8]=4)=[CH:16][CH:17]=3)[CH2:26][CH2:25]2)=[CH:31][CH:30]=1. The yield is 0.650. (6) The reactants are [O:1]1[C:5]2[CH:6]=[CH:7][C:8]([C:10]([OH:12])=O)=[CH:9][C:4]=2[CH:3]=[CH:2]1.C1N=CN(C(N2C=NC=C2)=O)C=1.[CH2:25]([O:27][C:28](=[O:33])[CH2:29]C(O)=O)[CH3:26].[K].CCN(CC)CC.[Mg+2].[Cl-].[Cl-]. The catalyst is O1CCCC1.C(#N)C. The product is [O:1]1[C:5]2[CH:6]=[CH:7][C:8]([C:10](=[O:12])[CH2:29][C:28]([O:27][CH2:25][CH3:26])=[O:33])=[CH:9][C:4]=2[CH:3]=[CH:2]1. The yield is 0.560. (7) The reactants are [O:1]1[CH:5]=[CH:4][CH:3]=[C:2]1[C:6]1[C:7]2[S:21][CH:20]=[CH:19][C:8]=2[N:9]=[C:10]([CH2:12][CH2:13][C:14]([O:16]CC)=[O:15])[N:11]=1.[OH-].[Li+]. The catalyst is C1COCC1.O. The product is [O:1]1[CH:5]=[CH:4][CH:3]=[C:2]1[C:6]1[C:7]2[S:21][CH:20]=[CH:19][C:8]=2[N:9]=[C:10]([CH2:12][CH2:13][C:14]([OH:16])=[O:15])[N:11]=1. The yield is 0.810. (8) The reactants are [CH3:1][O:2][C:3]1[CH:20]=[CH:19][C:6]2[N:7]=[C:8]([C:10]3[CH:15]=[CH:14][C:13]([N+:16]([O-])=O)=[CH:12][CH:11]=3)[S:9][C:5]=2[CH:4]=1.B(Br)(Br)Br. The catalyst is C(Cl)Cl. The product is [CH3:1][O:2][C:3]1[CH:20]=[CH:19][C:6]2[N:7]=[C:8]([C:10]3[CH:11]=[CH:12][C:13]([NH2:16])=[CH:14][CH:15]=3)[S:9][C:5]=2[CH:4]=1. The yield is 0.580.